Dataset: Peptide-MHC class II binding affinity with 134,281 pairs from IEDB. Task: Regression. Given a peptide amino acid sequence and an MHC pseudo amino acid sequence, predict their binding affinity value. This is MHC class II binding data. (1) The peptide sequence is ARVTVKDVTFRNITG. The MHC is HLA-DQA10501-DQB10301 with pseudo-sequence HLA-DQA10501-DQB10301. The binding affinity (normalized) is 0.240. (2) The peptide sequence is GRYNCKCCWFADKNL. The MHC is DRB1_1501 with pseudo-sequence DRB1_1501. The binding affinity (normalized) is 0.167. (3) The peptide sequence is IARAKMFPAVAEK. The MHC is HLA-DQA10301-DQB10301 with pseudo-sequence HLA-DQA10301-DQB10301. The binding affinity (normalized) is 0.380. (4) The peptide sequence is VYMDAVFEYTIDCDG. The MHC is HLA-DQA10201-DQB10303 with pseudo-sequence HLA-DQA10201-DQB10303. The binding affinity (normalized) is 0. (5) The peptide sequence is QAVMEMTYKNKVVKV. The MHC is HLA-DQA10601-DQB10402 with pseudo-sequence HLA-DQA10601-DQB10402. The binding affinity (normalized) is 0.349. (6) The peptide sequence is TLEVHAVKPAAEEVK. The MHC is HLA-DQA10104-DQB10503 with pseudo-sequence HLA-DQA10104-DQB10503. The binding affinity (normalized) is 0.0606. (7) The peptide sequence is GDKVAYALAQGLKVI. The MHC is DRB3_0101 with pseudo-sequence DRB3_0101. The binding affinity (normalized) is 0.617. (8) The peptide sequence is CGIYLFNWAVKTKLKLTPLP. The MHC is DRB1_0405 with pseudo-sequence DRB1_0405. The binding affinity (normalized) is 0.648.